From a dataset of NCI-60 drug combinations with 297,098 pairs across 59 cell lines. Regression. Given two drug SMILES strings and cell line genomic features, predict the synergy score measuring deviation from expected non-interaction effect. (1) Drug 1: CCC1(CC2CC(C3=C(CCN(C2)C1)C4=CC=CC=C4N3)(C5=C(C=C6C(=C5)C78CCN9C7C(C=CC9)(C(C(C8N6C=O)(C(=O)OC)O)OC(=O)C)CC)OC)C(=O)OC)O.OS(=O)(=O)O. Drug 2: C1=NC(=NC(=O)N1C2C(C(C(O2)CO)O)O)N. Cell line: COLO 205. Synergy scores: CSS=63.3, Synergy_ZIP=-0.746, Synergy_Bliss=-0.163, Synergy_Loewe=-0.540, Synergy_HSA=0.170. (2) Drug 1: CC12CCC(CC1=CCC3C2CCC4(C3CC=C4C5=CN=CC=C5)C)O. Drug 2: CC1CCC2CC(C(=CC=CC=CC(CC(C(=O)C(C(C(=CC(C(=O)CC(OC(=O)C3CCCCN3C(=O)C(=O)C1(O2)O)C(C)CC4CCC(C(C4)OC)O)C)C)O)OC)C)C)C)OC. Cell line: SNB-19. Synergy scores: CSS=30.6, Synergy_ZIP=5.77, Synergy_Bliss=6.77, Synergy_Loewe=-3.84, Synergy_HSA=7.73. (3) Drug 1: CCCCCOC(=O)NC1=NC(=O)N(C=C1F)C2C(C(C(O2)C)O)O. Drug 2: C(CC(=O)O)C(=O)CN.Cl. Cell line: OVCAR-8. Synergy scores: CSS=-7.45, Synergy_ZIP=1.81, Synergy_Bliss=-1.32, Synergy_Loewe=-6.48, Synergy_HSA=-6.35. (4) Drug 1: CC1=C(C(=O)C2=C(C1=O)N3CC4C(C3(C2COC(=O)N)OC)N4)N. Drug 2: C1CN(P(=O)(OC1)NCCCl)CCCl. Cell line: SR. Synergy scores: CSS=53.4, Synergy_ZIP=3.24, Synergy_Bliss=1.88, Synergy_Loewe=-31.4, Synergy_HSA=-2.30. (5) Drug 1: C1CN1P(=S)(N2CC2)N3CC3. Drug 2: CCC1=C2CN3C(=CC4=C(C3=O)COC(=O)C4(CC)O)C2=NC5=C1C=C(C=C5)O. Cell line: OVCAR-5. Synergy scores: CSS=28.1, Synergy_ZIP=-4.36, Synergy_Bliss=0.403, Synergy_Loewe=-13.1, Synergy_HSA=-0.748. (6) Drug 1: COC1=C(C=C2C(=C1)N=CN=C2NC3=CC(=C(C=C3)F)Cl)OCCCN4CCOCC4. Drug 2: CS(=O)(=O)CCNCC1=CC=C(O1)C2=CC3=C(C=C2)N=CN=C3NC4=CC(=C(C=C4)OCC5=CC(=CC=C5)F)Cl. Cell line: SF-539. Synergy scores: CSS=8.59, Synergy_ZIP=-2.33, Synergy_Bliss=3.49, Synergy_Loewe=1.63, Synergy_HSA=2.19. (7) Drug 1: C1=CN(C(=O)N=C1N)C2C(C(C(O2)CO)O)O.Cl. Drug 2: CC1CCC2CC(C(=CC=CC=CC(CC(C(=O)C(C(C(=CC(C(=O)CC(OC(=O)C3CCCCN3C(=O)C(=O)C1(O2)O)C(C)CC4CCC(C(C4)OC)OCCO)C)C)O)OC)C)C)C)OC. Cell line: SR. Synergy scores: CSS=42.9, Synergy_ZIP=-2.03, Synergy_Bliss=-5.36, Synergy_Loewe=-11.0, Synergy_HSA=-5.98.